From a dataset of Reaction yield outcomes from USPTO patents with 853,638 reactions. Predict the reaction yield, written as a fraction of the theoretical maximum amount of product (1.0 means a 100% yield; for example, 0.34 means a 34% yield). (1) The reactants are [CH3:1][O:2][C:3]1[CH:8]=[CH:7][C:6]([C:9]([NH:24][C:25]2[CH2:26][O:27][C:28]([CH3:51])([CH3:50])[C:29]([F:49])([F:48])[C@:30]([C:33]3[CH:38]=[C:37](B4OCC(C)(C)CO4)[CH:36]=[CH:35][C:34]=3[F:47])([CH3:32])[N:31]=2)([C:16]2[CH:21]=[CH:20][C:19]([O:22][CH3:23])=[CH:18][CH:17]=2)[C:10]2[CH:15]=[CH:14][CH:13]=[CH:12][CH:11]=2)=[CH:5][CH:4]=1.Br[C:53]1[N:54]=[CH:55][N:56]([C:58]2[CH:63]=[CH:62][C:61]([C:64]([F:67])([F:66])[F:65])=[CH:60][N:59]=2)[CH:57]=1. No catalyst specified. The product is [CH3:1][O:2][C:3]1[CH:8]=[CH:7][C:6]([C:9]([NH:24][C:25]2[CH2:26][O:27][C:28]([CH3:51])([CH3:50])[C:29]([F:48])([F:49])[C@:30]([C:33]3[CH:38]=[C:37]([C:53]4[N:54]=[CH:55][N:56]([C:58]5[CH:63]=[CH:62][C:61]([C:64]([F:67])([F:66])[F:65])=[CH:60][N:59]=5)[CH:57]=4)[CH:36]=[CH:35][C:34]=3[F:47])([CH3:32])[N:31]=2)([C:16]2[CH:17]=[CH:18][C:19]([O:22][CH3:23])=[CH:20][CH:21]=2)[C:10]2[CH:11]=[CH:12][CH:13]=[CH:14][CH:15]=2)=[CH:5][CH:4]=1. The yield is 0.250. (2) The reactants are [CH2:1]([C:3]1[NH:4][C:5]2[CH:11]=[CH:10][CH:9]=[CH:8][C:6]=2[N:7]=1)[CH3:2].[CH2:12]([O:14][CH2:15][CH2:16]Cl)[CH3:13]. No catalyst specified. The product is [CH2:12]([O:14][CH2:15][CH2:16][N:7]1[C:6]2[CH:8]=[CH:9][CH:10]=[CH:11][C:5]=2[N:4]=[C:3]1[CH2:1][CH3:2])[CH3:13]. The yield is 0.800. (3) The reactants are N[C:2]1[CH:3]=[C:4]([NH:14]C(=O)C)[CH:5]=[CH:6][C:7]=1[CH:8]1[CH2:13][CH2:12][CH2:11][CH2:10][CH2:9]1.[OH:18]S(O)(=O)=O.N([O-])=O.[Na+].NC(N)=O. The catalyst is O. The product is [NH2:14][C:4]1[CH:5]=[CH:6][C:7]([CH:8]2[CH2:13][CH2:12][CH2:11][CH2:10][CH2:9]2)=[C:2]([OH:18])[CH:3]=1. The yield is 0.740. (4) The reactants are [NH2:1][C:2]1[CH:10]=[C:9]([O:11][CH3:12])[CH:8]=[CH:7][C:3]=1[C:4](O)=[O:5].[CH:13](N)=[NH:14]. The catalyst is O. The product is [CH3:12][O:11][C:9]1[CH:10]=[C:2]2[C:3]([C:4]([OH:5])=[N:14][CH:13]=[N:1]2)=[CH:7][CH:8]=1. The yield is 0.748. (5) The reactants are [CH3:1][O:2][C:3]1[N:12]=[C:11](O)[C:10]2[C:5](=[CH:6][C:7]([O:14][CH3:15])=[CH:8][CH:9]=2)[N:4]=1.O=P(Cl)(Cl)[Cl:18]. No catalyst specified. The product is [Cl:18][C:11]1[C:10]2[C:5](=[CH:6][C:7]([O:14][CH3:15])=[CH:8][CH:9]=2)[N:4]=[C:3]([O:2][CH3:1])[N:12]=1. The yield is 0.360.